Dataset: Forward reaction prediction with 1.9M reactions from USPTO patents (1976-2016). Task: Predict the product of the given reaction. (1) Given the reactants Br[CH2:2][C:3]1[N:8]=[N:7][C:6]2[O:9][C:10]3[CH:16]=[CH:15][CH:14]=[CH:13][C:11]=3[O:12][C:5]=2[CH:4]=1.[I-].[K+].C(=O)([O-])[O-].[K+].[K+].[CH:25]1[C:34]2[C:29](=[CH:30][CH:31]=[CH:32][CH:33]=2)[CH:28]=[CH:27][C:26]=1[OH:35], predict the reaction product. The product is: [CH:25]1[C:34]2[C:29](=[CH:30][CH:31]=[CH:32][CH:33]=2)[CH:28]=[CH:27][C:26]=1[O:35][CH2:2][C:3]1[N:8]=[N:7][C:6]2[O:9][C:10]3[CH:16]=[CH:15][CH:14]=[CH:13][C:11]=3[O:12][C:5]=2[CH:4]=1. (2) Given the reactants C(OC([N:8]1[CH2:14][CH2:13][C:12](=[O:15])[N:11]([CH2:16][CH2:17][CH2:18][CH2:19][N:20]([CH:24]2[CH2:33][CH2:32][C:31]3[C:26](=[CH:27][C:28]([O:34][CH3:35])=[CH:29][CH:30]=3)[CH2:25]2)[CH2:21][CH2:22][CH3:23])[CH2:10][CH2:9]1)=O)(C)(C)C.FC(F)(F)C(O)=O.Cl, predict the reaction product. The product is: [CH3:35][O:34][C:28]1[CH:27]=[C:26]2[C:31]([CH2:32][CH2:33][CH:24]([N:20]([CH2:21][CH2:22][CH3:23])[CH2:19][CH2:18][CH2:17][CH2:16][N:11]3[C:12](=[O:15])[CH2:13][CH2:14][NH:8][CH2:9][CH2:10]3)[CH2:25]2)=[CH:30][CH:29]=1. (3) Given the reactants [OH:1][C:2]1[C:13]2[C:14]3[C:5]([CH2:6][CH2:7][N:8]([CH:15]4[CH2:20][CH2:19][C:18](=O)[CH2:17][CH2:16]4)[C:9]=3[CH:10]=[CH:11][CH:12]=2)=[CH:4][N:3]=1.[NH2:22][CH2:23][CH2:24][CH2:25][NH:26][C:27]([NH:29][CH:30]1[CH2:35][CH2:34][CH2:33][CH2:32][CH2:31]1)=[O:28], predict the reaction product. The product is: [OH:1][C:2]1[C:13]2[C:14]3[C:5]([CH2:6][CH2:7][N:8]([CH:15]4[CH2:20][CH2:19][CH:18]([NH:22][CH2:23][CH2:24][CH2:25][NH:26][C:27]([NH:29][CH:30]5[CH2:35][CH2:34][CH2:33][CH2:32][CH2:31]5)=[O:28])[CH2:17][CH2:16]4)[C:9]=3[CH:10]=[CH:11][CH:12]=2)=[CH:4][N:3]=1. (4) Given the reactants [NH:1]1[CH2:6][CH2:5][C:4]2([O:11][C:10]3[C:12]4[C:17]([C:18](=[O:21])[C:19](=[O:20])[C:9]=3[S:8][CH2:7]2)=[CH:16][CH:15]=[CH:14][CH:13]=4)[CH2:3][CH2:2]1.[Cl:22][C:23]1[CH:33]=[CH:32][C:26]([O:27][CH2:28][C@@H:29]2[CH2:31][O:30]2)=[CH:25][CH:24]=1, predict the reaction product. The product is: [Cl:22][C:23]1[CH:33]=[CH:32][C:26]([O:27][CH2:28][C@@H:29]([OH:30])[CH2:31][N:1]2[CH2:2][CH2:3][C:4]3([O:11][C:10]4[C:12]5[C:17]([C:18](=[O:21])[C:19](=[O:20])[C:9]=4[S:8][CH2:7]3)=[CH:16][CH:15]=[CH:14][CH:13]=5)[CH2:5][CH2:6]2)=[CH:25][CH:24]=1.